This data is from Full USPTO retrosynthesis dataset with 1.9M reactions from patents (1976-2016). The task is: Predict the reactants needed to synthesize the given product. Given the product [Cl:20][C:21]1[CH:30]=[CH:29][C:24]2[C:25](=[O:26])[N:2]=[C:1]([C:3]3[N:8]=[C:7]([CH2:9][CH2:10][C:11]([O:13][CH2:14][CH3:15])=[O:12])[CH:6]=[C:5]([S:16]([CH3:19])(=[O:18])=[O:17])[CH:4]=3)[S:31][C:23]=2[CH:22]=1, predict the reactants needed to synthesize it. The reactants are: [C:1]([C:3]1[N:8]=[C:7]([CH2:9][CH2:10][C:11]([O:13][CH2:14][CH3:15])=[O:12])[CH:6]=[C:5]([S:16]([CH3:19])(=[O:18])=[O:17])[CH:4]=1)#[N:2].[Cl:20][C:21]1[CH:22]=[C:23]([SH:31])[C:24](=[CH:29][CH:30]=1)[C:25](OC)=[O:26].C(N(CC)CC)C.